Dataset: Forward reaction prediction with 1.9M reactions from USPTO patents (1976-2016). Task: Predict the product of the given reaction. Given the reactants [S:1]1[C:5]2[CH2:6][CH2:7][CH2:8][C:4]=2[N:3]=[C:2]1[C:9]1[C:13]([C:14]([O:16][CH2:17][CH3:18])=[O:15])=[CH:12][NH:11][N:10]=1.[H-].[Na+].Cl[CH2:22][O:23][CH2:24][CH2:25][Si:26]([CH3:29])([CH3:28])[CH3:27], predict the reaction product. The product is: [S:1]1[C:5]2[CH2:6][CH2:7][CH2:8][C:4]=2[N:3]=[C:2]1[C:9]1[C:13]([C:14]([O:16][CH2:17][CH3:18])=[O:15])=[CH:12][N:11]([CH2:22][O:23][CH2:24][CH2:25][Si:26]([CH3:29])([CH3:28])[CH3:27])[N:10]=1.